This data is from Full USPTO retrosynthesis dataset with 1.9M reactions from patents (1976-2016). The task is: Predict the reactants needed to synthesize the given product. (1) Given the product [Cl:18][C:15]1[CH:14]=[CH:13][C:12]([C:9]2[CH:10]=[C:11]3[C:6](=[N:7][C:8]=2[C:19]2[CH:24]=[CH:23][C:22]([Cl:25])=[CH:21][C:20]=2[Cl:26])[N:5]([CH3:27])[C:4](=[O:28])[C:3]([CH3:29])=[C:2]3[NH:1][C:32](=[O:34])[CH3:33])=[CH:17][CH:16]=1, predict the reactants needed to synthesize it. The reactants are: [NH2:1][C:2]1[C:11]2[C:6](=[N:7][C:8]([C:19]3[CH:24]=[CH:23][C:22]([Cl:25])=[CH:21][C:20]=3[Cl:26])=[C:9]([C:12]3[CH:17]=[CH:16][C:15]([Cl:18])=[CH:14][CH:13]=3)[CH:10]=2)[N:5]([CH3:27])[C:4](=[O:28])[C:3]=1[CH3:29].[H-].[Na+].[C:32](Cl)(=[O:34])[CH3:33].CCN(CC)CC. (2) Given the product [Br:1][C:2]1[CH:3]=[C:4]([CH:21]=[C:22]([CH:24]=[CH:25][CH:26]2[CH2:30][CH2:29][CH2:28][N:27]2[CH3:33])[CH:23]=1)[CH2:5][O:6][C:7]1[CH:12]=[CH:11][CH:10]=[CH:9][C:8]=1[CH2:13][C:14]([O:16][C:17]([CH3:20])([CH3:19])[CH3:18])=[O:15], predict the reactants needed to synthesize it. The reactants are: [Br:1][C:2]1[CH:3]=[C:4]([CH:21]=[C:22]([CH:24]=[CH:25][CH:26]2[CH2:30][CH2:29][CH2:28][NH:27]2)[CH:23]=1)[CH2:5][O:6][C:7]1[CH:12]=[CH:11][CH:10]=[CH:9][C:8]=1[CH2:13][C:14]([O:16][C:17]([CH3:20])([CH3:19])[CH3:18])=[O:15].C=O.[C:33]([BH3-])#N.[Na+]. (3) Given the product [CH3:37][C:4]1[CH:3]=[C:2]([C:38]2[CH:43]=[CH:42][CH:41]=[CH:40][CH:39]=2)[CH:7]=[C:6]([CH3:8])[C:5]=1[NH:9][C:10]([NH:12][C:13]1[C:14]([C:23]([NH:25][C:26]2([C:33]([O:35][CH3:36])=[O:34])[CH2:32][CH2:31][CH2:30][CH2:29][CH2:28][CH2:27]2)=[O:24])=[CH:15][C:16]2[C:21]([CH:22]=1)=[CH:20][CH:19]=[CH:18][CH:17]=2)=[O:11], predict the reactants needed to synthesize it. The reactants are: Br[C:2]1[CH:7]=[C:6]([CH3:8])[C:5]([NH:9][C:10]([NH:12][C:13]2[C:14]([C:23]([NH:25][C:26]3([C:33]([O:35][CH3:36])=[O:34])[CH2:32][CH2:31][CH2:30][CH2:29][CH2:28][CH2:27]3)=[O:24])=[CH:15][C:16]3[C:21]([CH:22]=2)=[CH:20][CH:19]=[CH:18][CH:17]=3)=[O:11])=[C:4]([CH3:37])[CH:3]=1.[C:38]1(B(O)O)[CH:43]=[CH:42][CH:41]=[CH:40][CH:39]=1.C([O-])([O-])=O.[Na+].[Na+].CCCCCC.C(OCC)(=O)C. (4) The reactants are: Br[C:2]([C:5]1[CH:10]=[C:9]([N+:11]([O-:13])=[O:12])[CH:8]=[C:7]([Cl:14])[CH:6]=1)([CH3:4])[CH3:3].C([O-])([O-])=O.[K+].[K+].[N:21]1[NH:22][C:23](=[O:27])[CH:24]=[CH:25][CH:26]=1. Given the product [Cl:14][C:7]1[CH:6]=[C:5]([C:2]([N:22]2[C:23](=[O:27])[CH:24]=[CH:25][CH:26]=[N:21]2)([CH3:4])[CH3:3])[CH:10]=[C:9]([N+:11]([O-:13])=[O:12])[CH:8]=1, predict the reactants needed to synthesize it. (5) Given the product [CH:1]1([CH2:6][C@H:7]([CH2:18][N:19]([CH:28]=[O:29])[OH:20])[C:8]([N:10]2[CH2:17][CH2:16][CH2:15][C@H:11]2[C:12]([NH2:14])=[O:13])=[O:9])[CH2:5][CH2:4][CH2:3][CH2:2]1, predict the reactants needed to synthesize it. The reactants are: [CH:1]1([CH2:6][C@H:7]([CH2:18][N:19]([CH:28]=[O:29])[O:20]CC2C=CC=CC=2)[C:8]([N:10]2[CH2:17][CH2:16][CH2:15][C@H:11]2[C:12]([NH2:14])=[O:13])=[O:9])[CH2:5][CH2:4][CH2:3][CH2:2]1. (6) Given the product [CH:1]([C:4]1[CH:9]=[CH:8][C:7]([CH2:10][CH2:11][CH2:12][C:13]([OH:15])=[O:14])=[CH:6][CH:5]=1)([CH3:3])[CH3:2], predict the reactants needed to synthesize it. The reactants are: [CH:1]([C:4]1[CH:9]=[CH:8][C:7]([C:10](=O)[CH2:11][CH2:12][C:13]([OH:15])=[O:14])=[CH:6][CH:5]=1)([CH3:3])[CH3:2].O.NN.[OH-].[K+].Cl. (7) Given the product [Cl:11][C:12]1[CH:17]=[CH:16][C:15]([N:18]2[CH2:19][CH2:20][N:21]([S:24]([CH2:27][CH:28]([N:38]([OH:39])[CH:1]=[O:3])[CH2:29][CH2:30][C:31]3[CH:32]=[N:33][CH:34]=[C:35]([Cl:37])[CH:36]=3)(=[O:25])=[O:26])[CH2:22][CH2:23]2)=[CH:14][CH:13]=1, predict the reactants needed to synthesize it. The reactants are: [CH:1]([OH:3])=O.C(OC(=O)C)(=O)C.[Cl:11][C:12]1[CH:17]=[CH:16][C:15]([N:18]2[CH2:23][CH2:22][N:21]([S:24]([CH2:27][CH:28]([NH:38][OH:39])[CH2:29][CH2:30][C:31]3[CH:32]=[N:33][CH:34]=[C:35]([Cl:37])[CH:36]=3)(=[O:26])=[O:25])[CH2:20][CH2:19]2)=[CH:14][CH:13]=1.